This data is from Full USPTO retrosynthesis dataset with 1.9M reactions from patents (1976-2016). The task is: Predict the reactants needed to synthesize the given product. (1) Given the product [Cl:32][C:6]1[CH:5]=[N:4][CH:3]=[C:2]([Cl:1])[C:7]=1[NH:8][C:9]([C:11]1[CH:19]=[C:18]2[C:14]([C:15]([CH:30]([OH:31])[CH3:33])=[CH:16][N:17]2[S:20]([C:23]2[CH:28]=[CH:27][C:26]([CH3:29])=[CH:25][CH:24]=2)(=[O:22])=[O:21])=[CH:13][CH:12]=1)=[O:10], predict the reactants needed to synthesize it. The reactants are: [Cl:1][C:2]1[CH:3]=[N:4][CH:5]=[C:6]([Cl:32])[C:7]=1[NH:8][C:9]([C:11]1[CH:19]=[C:18]2[C:14]([C:15]([CH:30]=[O:31])=[CH:16][N:17]2[S:20]([C:23]2[CH:28]=[CH:27][C:26]([CH3:29])=[CH:25][CH:24]=2)(=[O:22])=[O:21])=[CH:13][CH:12]=1)=[O:10].[CH3:33][Mg]Br. (2) Given the product [Br:18][CH2:10][C:7]1[CH:6]=[N:5][C:4]([O:3][CH2:1][CH3:2])=[CH:9][N:8]=1, predict the reactants needed to synthesize it. The reactants are: [CH2:1]([O:3][C:4]1[CH:9]=[N:8][C:7]([CH3:10])=[CH:6][N:5]=1)[CH3:2].C1C(=O)N([Br:18])C(=O)C1. (3) Given the product [C:20]([O:23][C@@H:24]1[C@@H:29]([O:30][C:31](=[O:33])[CH3:32])[C@H:28]([O:34][C:35](=[O:37])[CH3:36])[CH2:27][S:26][C@H:25]1[O:19][C:14]1[CH:15]=[N:16][C:17]([Cl:18])=[C:12]([Cl:11])[CH:13]=1)(=[O:22])[CH3:21], predict the reactants needed to synthesize it. The reactants are: C1(C)C=CC=CC=1.C(#N)C.[Cl:11][C:12]1[CH:13]=[C:14]([OH:19])[CH:15]=[N:16][C:17]=1[Cl:18].[C:20]([O:23][C@@H:24]1[C@@H:29]([O:30][C:31](=[O:33])[CH3:32])[C@H:28]([O:34][C:35](=[O:37])[CH3:36])[CH2:27][S:26][C@@H:25]1Br)(=[O:22])[CH3:21]. (4) Given the product [Br:15][C:16]1[CH:17]=[C:18]([C:3]2[CH:8]=[CH:7][N:6]=[CH:5][C:4]=2[CH3:9])[CH:19]=[CH:20][CH:21]=1, predict the reactants needed to synthesize it. The reactants are: Cl.Br[C:3]1[CH:8]=[CH:7][N:6]=[CH:5][C:4]=1[CH3:9].C1COCC1.[Br:15][C:16]1[CH:21]=[CH:20][CH:19]=[C:18](I)[CH:17]=1.C(N(CC(O)=O)CC(O)=O)CN(CC(O)=O)CC(O)=O.